This data is from Drug-target binding data from BindingDB using Ki measurements. The task is: Regression. Given a target protein amino acid sequence and a drug SMILES string, predict the binding affinity score between them. We predict pKi (pKi = -log10(Ki in M); higher means stronger inhibition). Dataset: bindingdb_ki. (1) The target protein (Q96RJ0) has sequence MMPFCHNIINISCVKNNWSNDVRASLYSLMVLIILTTLVGNLIVIVSISHFKQLHTPTNWLIHSMATVDFLLGCLVMPYSMVRSAEHCWYFGEVFCKIHTSTDIMLSSASIFHLSFISIDRYYAVCDPLRYKAKMNILVICVMIFISWSVPAVFAFGMIFLELNFKGAEEIYYKHVHCRGGCSVFFSKISGVLTFMTSFYIPGSIMLCVYYRIYLIAKEQARLISDANQKLQIGLEMKNGISQSKERKAVKTLGIVMGVFLICWCPFFICTVMDPFLHYIIPPTLNDVLIWFGYLNSTFNPMVYAFFYPWFRKALKMMLFGKIFQKDSSRCKLFLELSS. The drug is CC(C)c1cccc(C(C)C)c1CC1=NCCN1. The pKi is 6.1. (2) The small molecule is CSCCC(N)P(=O)(O)O. The target protein sequence is TKGLVLGIYSKEKEDDAPQFTSAGENFDKWVSGKLR. The pKi is 4.7. (3) The drug is CNC(N)=NCCC[C@H](NC(=O)[C@H](CC(C)C)NC(=O)NNC(=O)[C@H](Cc1ccccc1)NC(=O)[C@H](CO)NC(=O)[C@H](CC(N)=O)NC(=O)[C@@H](Cc1ccncc1)NC(=O)[C@H](N)Cc1ccc(O)cc1)C(=O)N[C@@H](Cc1ccccc1)C(N)=O. The target protein (Q924U1) has sequence MAAEATLGPNVSWWAPSNASGCPGCGVNASDGPGSAPRPLDAWLVPLFFAALMLLGLVGNSLVIFVICRHKHMQTVTNFYIANLAATDVTFLLCCVPFTALLYPLPTWVLGDFMCKFVNYIQQVSVQATCATLTAMSVDRWYVTVFPLRALHRRTPRLALTVSLSIWVGSAAVSAPVLALHRLSPGPHTYCSEAFPSRALERAFALYNLLALYLLPLLATCACYGAMLRHLGRAAVRPAPTDGALQGQLLAQRAGAVRTKVSRLVAAVVLLFAACWGPIQLFLVLQALGPSGAWHPRSYAAYALKIWAHCMSYSNSALNPLLYAFLGSHFRQAFCRVCPCGPQRQRRPHASAHSDRAAPHSVPHSRAAHPVRVRTPEPGNPVRRSPSVQDEHTAPL. The pKi is 9.7. (4) The compound is CCNC(C)Cc1cccc(C(F)(F)F)c1. The target is MLLARMKPQVQPELGGADQ. The pKi is 5.7. (5) The drug is C=C(C)C(O)CC/C(C)=C/Cc1c(O)ccc(C(=O)/C=C/c2ccc(O)cc2)c1O. The target protein (Q9IGQ6) has sequence MNPNQKIITIGSICMVVGIISLILQIGNIISIWVSHSIQTGNQNHPETCNQSIITYENNTWVNQTYVNISNTNVVAGQDATSVILTGNSSLCPISGWAIYSKDNGIRIGSKGDVFVIREPFISCSHLECRTFFLTQGALLNDKHSNGTVKDRSPYRTLMSCPVGEAPSPYNSRFESVAWSASACHDGMGWLTIGISGPDNGAVAVLKYNGIITDTIKSWRNNILRTQESECACVNGSCFTIMTDGPSNGQASYKILKIEKGKVTKSIELNAPNYHYEECSCYPDTGKVMCVCRDNWHGSNRPWVSFDQNLDYQIGYICSGVFGDNPRPNDGTGSCGPVSSNGANGIKGFSFRYDNGVWIGRTKSTSSRSGFEMIWDPNGWTETDSSFSVRQDIVAITDWSGYSGSFVQHPELTGLDCMRPCFWVELIRGQPKENTIWTSGSSISFCGVNSDTVGWSWPDGAELPFSIDK. The pKi is 4.7.